From a dataset of Full USPTO retrosynthesis dataset with 1.9M reactions from patents (1976-2016). Predict the reactants needed to synthesize the given product. (1) The reactants are: C(OC(=O)[NH:7][CH2:8][C:9]1[CH:14]=[CH:13][C:12]([CH2:15][NH:16][C:17](=[O:49])[C@@H:18]([NH:26][C:27](=[O:48])[C@H:28]([NH:39][C:40](=[O:47])[C:41]2[CH:46]=[CH:45][CH:44]=[CH:43][CH:42]=2)[CH2:29][C:30]2[CH:35]=[CH:34][C:33]([O:36][CH2:37][CH3:38])=[CH:32][CH:31]=2)[CH2:19][C:20]2[CH:25]=[CH:24][CH:23]=[CH:22][CH:21]=2)=[CH:11][CH:10]=1)(C)(C)C.[ClH:51]. Given the product [ClH:51].[NH2:7][CH2:8][C:9]1[CH:14]=[CH:13][C:12]([CH2:15][NH:16][C:17]([C@@H:18]([NH:26][C:27]([C@H:28]([NH:39][C:40](=[O:47])[C:41]2[CH:46]=[CH:45][CH:44]=[CH:43][CH:42]=2)[CH2:29][C:30]2[CH:31]=[CH:32][C:33]([O:36][CH2:37][CH3:38])=[CH:34][CH:35]=2)=[O:48])[CH2:19][C:20]2[CH:21]=[CH:22][CH:23]=[CH:24][CH:25]=2)=[O:49])=[CH:11][CH:10]=1, predict the reactants needed to synthesize it. (2) Given the product [F:1][C:2]1[C:11]2[O:10][CH:9]=[C:8]([N+:15]([O-:17])=[O:16])[CH2:7][C:6]=2[C:5]([C:12]([NH2:14])=[O:13])=[CH:4][CH:3]=1, predict the reactants needed to synthesize it. The reactants are: [F:1][C:2]1[C:11]2[O:10][CH2:9][CH:8]=[CH:7][C:6]=2[C:5]([C:12]([NH2:14])=[O:13])=[CH:4][CH:3]=1.[N:15]([O-:17])=[O:16].[Na+].[I-].[K+]. (3) Given the product [C:1]([N:4]1[CH2:9][CH2:8][CH:7]([C:10]([N:12]2[CH2:17][CH2:16][C@@H:15]([N:18]([C:20]([C:22]3[CH:23]=[CH:24][C:25]([O:28][CH3:29])=[CH:26][CH:27]=3)=[O:21])[CH3:19])[C@H:14]([C:30]3[CH:31]=[CH:32][C:33]([C:34]([OH:36])=[O:35])=[CH:38][CH:39]=3)[CH2:13]2)=[O:11])[CH2:6][CH2:5]1)(=[O:3])[CH3:2], predict the reactants needed to synthesize it. The reactants are: [C:1]([N:4]1[CH2:9][CH2:8][CH:7]([C:10]([N:12]2[CH2:17][CH2:16][C@@H:15]([N:18]([C:20]([C:22]3[CH:27]=[CH:26][C:25]([O:28][CH3:29])=[CH:24][CH:23]=3)=[O:21])[CH3:19])[C@H:14]([C:30]3[CH:39]=[CH:38][C:33]([C:34]([O:36]C)=[O:35])=[CH:32][CH:31]=3)[CH2:13]2)=[O:11])[CH2:6][CH2:5]1)(=[O:3])[CH3:2].[OH-].[Na+]. (4) Given the product [ClH:32].[F:8][C:6]1[CH:5]=[C:4]([CH2:9][C@@H:10]([C:11]2[C:16]([C:17]3[CH:18]=[CH:19][C:20]([O:23][CH3:24])=[CH:21][CH:22]=3)=[CH:15][CH:14]=[CH:13][N:12]=2)[NH2:25])[CH:3]=[C:2]([F:1])[CH:7]=1, predict the reactants needed to synthesize it. The reactants are: [F:1][C:2]1[CH:3]=[C:4]([CH2:9][C@H:10]([NH:25][S@](C(C)(C)C)=O)[C:11]2[C:16]([C:17]3[CH:22]=[CH:21][C:20]([O:23][CH3:24])=[CH:19][CH:18]=3)=[CH:15][CH:14]=[CH:13][N:12]=2)[CH:5]=[C:6]([F:8])[CH:7]=1.[ClH:32]. (5) Given the product [BrH:16].[BrH:16].[Cl:1][C:2]1[CH:3]=[CH:4][C:5]([OH:14])=[C:6]([N:8]2[CH2:9][CH2:10][NH:11][CH2:12][CH2:13]2)[CH:7]=1, predict the reactants needed to synthesize it. The reactants are: [Cl:1][C:2]1[CH:3]=[CH:4][C:5]([O:14]C)=[C:6]([N:8]2[CH2:13][CH2:12][NH:11][CH2:10][CH2:9]2)[CH:7]=1.[BrH:16]. (6) Given the product [CH3:24][O:23][C:19](=[O:22])[CH:20]=[CH:21][C:2]1[CH:3]=[C:4]2[C:9](=[CH:10][CH:11]=1)[N:8]=[CH:7][N:6]=[C:5]2[O:12][C:13]1[CH:18]=[CH:17][CH:16]=[CH:15][CH:14]=1, predict the reactants needed to synthesize it. The reactants are: I[C:2]1[CH:3]=[C:4]2[C:9](=[CH:10][CH:11]=1)[N:8]=[CH:7][N:6]=[C:5]2[O:12][C:13]1[CH:18]=[CH:17][CH:16]=[CH:15][CH:14]=1.[C:19]([O:23][CH3:24])(=[O:22])[CH:20]=[CH2:21].C1C=CC(P(C2C=CC=CC=2)C2C=CC=CC=2)=CC=1.CN(C=O)C. (7) The reactants are: [Cl:1][C:2]1[CH:3]=[C:4](B(O)O)[CH:5]=[CH:6][CH:7]=1.[OH:11][C:12]1[CH:17]=[CH:16][C:15]([C@@H:18]2[C:23]3=[N:24][S:25](=[O:29])(=[O:28])[CH2:26][CH2:27][N:22]3[CH2:21][CH2:20][CH2:19]2)=[CH:14][CH:13]=1.C(N(CC)CC)C. Given the product [Cl:1][C:2]1[CH:3]=[C:4]([CH:5]=[CH:6][CH:7]=1)[O:11][C:12]1[CH:13]=[CH:14][C:15]([C@@H:18]2[C:23]3=[N:24][S:25](=[O:29])(=[O:28])[CH2:26][CH2:27][N:22]3[CH2:21][CH2:20][CH2:19]2)=[CH:16][CH:17]=1, predict the reactants needed to synthesize it.